From a dataset of NCI-60 drug combinations with 297,098 pairs across 59 cell lines. Regression. Given two drug SMILES strings and cell line genomic features, predict the synergy score measuring deviation from expected non-interaction effect. Drug 1: C1=CC(=C2C(=C1NCCNCCO)C(=O)C3=C(C=CC(=C3C2=O)O)O)NCCNCCO. Drug 2: CC1=CC=C(C=C1)C2=CC(=NN2C3=CC=C(C=C3)S(=O)(=O)N)C(F)(F)F. Cell line: NCI/ADR-RES. Synergy scores: CSS=6.17, Synergy_ZIP=-2.83, Synergy_Bliss=-1.91, Synergy_Loewe=-1.46, Synergy_HSA=-0.895.